Dataset: Forward reaction prediction with 1.9M reactions from USPTO patents (1976-2016). Task: Predict the product of the given reaction. (1) Given the reactants ClCC([NH:5][C:6]([CH3:32])([CH2:8][CH2:9][C:10]1[C:11]([OH:31])=[CH:12][C:13]([OH:30])=[C:14]2[C:19]=1[O:18][C:17]([C:20]1[CH:25]=[CH:24][C:23]([O:26][CH3:27])=[CH:22][CH:21]=1)=[C:16]([OH:28])[C:15]2=[O:29])[CH3:7])=O.NC(N)=S.C(O)(=O)C, predict the reaction product. The product is: [NH2:5][C:6]([CH3:32])([CH3:7])[CH2:8][CH2:9][C:10]1[C:11]([OH:31])=[CH:12][C:13]([OH:30])=[C:14]2[C:19]=1[O:18][C:17]([C:20]1[CH:21]=[CH:22][C:23]([O:26][CH3:27])=[CH:24][CH:25]=1)=[C:16]([OH:28])[C:15]2=[O:29]. (2) Given the reactants [Cl:1][C:2]1[N:3]=[C:4]([C:9]([NH:11][C@H:12]2[CH2:17][CH2:16][N:15]([C:18]3[S:19][C:20]([C:26]([O:28][CH2:29][CH3:30])=[O:27])=[C:21]([C:23]([OH:25])=O)[N:22]=3)[CH2:14][C@H:13]2[O:31][CH3:32])=[O:10])[NH:5][C:6]=1[CH2:7][CH3:8].[CH3:33][O:34][CH2:35][CH2:36][NH2:37].CCN=C=NCCCN(C)C.Cl.C1C=CC2N(O)N=NC=2C=1, predict the reaction product. The product is: [Cl:1][C:2]1[N:3]=[C:4]([C:9]([NH:11][C@H:12]2[CH2:17][CH2:16][N:15]([C:18]3[S:19][C:20]([C:26]([O:28][CH2:29][CH3:30])=[O:27])=[C:21]([C:23](=[O:25])[NH:37][CH2:36][CH2:35][O:34][CH3:33])[N:22]=3)[CH2:14][C@H:13]2[O:31][CH3:32])=[O:10])[NH:5][C:6]=1[CH2:7][CH3:8]. (3) Given the reactants O[CH:2]([C:4]1[CH:5]=[C:6]2[N:11]([C:12]=1[N:13]1[CH2:17][CH2:16][CH2:15][C:14]1=[O:18])[CH:10]=[CH:9][CH:8]=[CH:7]2)[CH3:3].[I:19][C:20]1[C:28]2[C:23](=[N:24][CH:25]=[N:26][C:27]=2[NH2:29])[NH:22][N:21]=1.C1C=CC(P(C2C=CC=CC=2)C2C=CC=CC=2)=CC=1.CC(OC(/N=N/C(OC(C)C)=O)=O)C, predict the reaction product. The product is: [NH2:29][C:27]1[N:26]=[CH:25][N:24]=[C:23]2[N:22]([CH:2]([C:4]3[CH:5]=[C:6]4[N:11]([C:12]=3[N:13]3[CH2:17][CH2:16][CH2:15][C:14]3=[O:18])[CH:10]=[CH:9][CH:8]=[CH:7]4)[CH3:3])[N:21]=[C:20]([I:19])[C:28]=12. (4) Given the reactants [OH:1][C:2]1[C:11]2[C:6](=[N:7][CH:8]=[CH:9][N:10]=2)[N:5]([CH3:12])[C:4](=[O:13])[C:3]=1[C:14]1[O:18][N:17]=[C:16]([CH3:19])[N:15]=1.N1C=CC=CC=1.[C:26](Cl)(=[O:30])[CH:27]([CH3:29])[CH3:28], predict the reaction product. The product is: [CH3:12][N:5]1[C:6]2=[N:7][CH:8]=[CH:9][N:10]=[C:11]2[C:2]([O:1][C:26](=[O:30])[CH:27]([CH3:29])[CH3:28])=[C:3]([C:14]2[O:18][N:17]=[C:16]([CH3:19])[N:15]=2)[C:4]1=[O:13]. (5) Given the reactants [NH2:1][C:2]1[CH:3]=[CH:4][C:5]([N+:12]([O-:14])=[O:13])=[C:6]([C:8]([F:11])([F:10])[F:9])[CH:7]=1.CO.C1(C)C=CC(S(O)(=O)=O)=CC=1.[I:28]N1C(=O)CCC1=O, predict the reaction product. The product is: [I:28][C:3]1[CH:4]=[C:5]([N+:12]([O-:14])=[O:13])[C:6]([C:8]([F:11])([F:10])[F:9])=[CH:7][C:2]=1[NH2:1]. (6) Given the reactants [C:1]1([N:7]2[N:11]=[C:10]([CH2:12][C:13]#[N:14])[C:9]([CH2:15][CH3:16])=[N:8]2)[CH:6]=[CH:5][CH:4]=[CH:3][CH:2]=1.C([O:19][C:20]([C:22]1[N:26]([CH3:27])[N:25]=[C:24]([CH3:28])[C:23]=1[CH3:29])=O)C.CCCCCCC.CC(C)([O-])C.[K+], predict the reaction product. The product is: [C:1]1([N:7]2[N:11]=[C:10]([CH:12]([C:20]([C:22]3[N:26]([CH3:27])[N:25]=[C:24]([CH3:28])[C:23]=3[CH3:29])=[O:19])[C:13]#[N:14])[C:9]([CH2:15][CH3:16])=[N:8]2)[CH:6]=[CH:5][CH:4]=[CH:3][CH:2]=1.